This data is from Reaction yield outcomes from USPTO patents with 853,638 reactions. The task is: Predict the reaction yield, written as a fraction of the theoretical maximum amount of product (1.0 means a 100% yield; for example, 0.34 means a 34% yield). (1) The reactants are [CH3:1][O:2][C:3]1[CH:4]=[C:5]2[C:10](=[CH:11][C:12]=1[O:13][CH3:14])[N:9]=[CH:8][CH:7]=[C:6]2[O:15][C:16]1[CH:22]=[CH:21][C:19]([NH2:20])=[C:18]([O:23][CH3:24])[CH:17]=1.C(N(CC)CC)C.ClC(Cl)(O[C:36](=[O:42])OC(Cl)(Cl)Cl)Cl.[N:44]1([CH2:50][CH2:51][NH2:52])[CH2:49][CH2:48][CH2:47][CH2:46][CH2:45]1. The catalyst is C(Cl)(Cl)Cl.O. The product is [CH3:1][O:2][C:3]1[CH:4]=[C:5]2[C:10](=[CH:11][C:12]=1[O:13][CH3:14])[N:9]=[CH:8][CH:7]=[C:6]2[O:15][C:16]1[CH:22]=[CH:21][C:19]([NH:20][C:36]([NH:52][CH2:51][CH2:50][N:44]2[CH2:49][CH2:48][CH2:47][CH2:46][CH2:45]2)=[O:42])=[C:18]([O:23][CH3:24])[CH:17]=1. The yield is 0.670. (2) The reactants are C([O:4][CH2:5][C:6]1[C:7]([N:27]2[CH2:39][CH2:38][N:30]3[C:31]4[CH2:32][CH2:33][CH2:34][CH2:35][C:36]=4[CH:37]=[C:29]3[C:28]2=[O:40])=[N:8][CH:9]=[CH:10][C:11]=1[C:12]1[CH:17]=[C:16]([NH:18][C:19]2[CH:24]=[N:23][CH:22]=[CH:21][N:20]=2)[C:15](=[O:25])[N:14]([CH3:26])[CH:13]=1)(=O)C.[OH-].[Li+]. The catalyst is C(O)(C)C.C1COCC1.O. The product is [OH:4][CH2:5][C:6]1[C:7]([N:27]2[CH2:39][CH2:38][N:30]3[C:31]4[CH2:32][CH2:33][CH2:34][CH2:35][C:36]=4[CH:37]=[C:29]3[C:28]2=[O:40])=[N:8][CH:9]=[CH:10][C:11]=1[C:12]1[CH:17]=[C:16]([NH:18][C:19]2[CH:24]=[N:23][CH:22]=[CH:21][N:20]=2)[C:15](=[O:25])[N:14]([CH3:26])[CH:13]=1. The yield is 0.850.